Dataset: Forward reaction prediction with 1.9M reactions from USPTO patents (1976-2016). Task: Predict the product of the given reaction. Given the reactants [CH2:1]([O:3][C:4](=[O:26])[CH:5]([C:13]1[CH:18]=[C:17]([Cl:19])[C:16]([N+:20]([O-:22])=[O:21])=[CH:15][C:14]=1[N+:23]([O-:25])=[O:24])C(OC(C)(C)C)=O)[CH3:2], predict the reaction product. The product is: [CH2:1]([O:3][C:4](=[O:26])[CH2:5][C:13]1[CH:18]=[C:17]([Cl:19])[C:16]([N+:20]([O-:22])=[O:21])=[CH:15][C:14]=1[N+:23]([O-:25])=[O:24])[CH3:2].